From a dataset of Catalyst prediction with 721,799 reactions and 888 catalyst types from USPTO. Predict which catalyst facilitates the given reaction. (1) Reactant: C[O:2][C:3](=O)[CH2:4][O:5][CH2:6][C:7]1[CH:12]=[CH:11][CH:10]=[CH:9][CH:8]=1.O.[NH2:15][NH2:16]. Product: [CH2:6]([O:5][CH2:4][C:3]([NH:15][NH2:16])=[O:2])[C:7]1[CH:12]=[CH:11][CH:10]=[CH:9][CH:8]=1. The catalyst class is: 5. (2) Reactant: Br[C:2]1[CH:7]=[CH:6][C:5]([O:8][CH2:9][CH2:10][CH2:11][CH2:12][CH2:13][CH2:14][CH2:15][CH3:16])=[CH:4][CH:3]=1.C([Li])CCC.C([O:24][B:25](OCC)[O:26]CC)C.Cl. Product: [CH2:9]([O:8][C:5]1[CH:6]=[CH:7][C:2]([B:25]([OH:26])[OH:24])=[CH:3][CH:4]=1)[CH2:10][CH2:11][CH2:12][CH2:13][CH2:14][CH2:15][CH3:16]. The catalyst class is: 7. (3) Reactant: [C:1]1([NH2:8])[C:2]([NH2:7])=[CH:3][CH:4]=[CH:5][CH:6]=1.[O:9]1[C:13]2[CH:14]=[CH:15][CH:16]=[CH:17][C:12]=2[CH:11]=[C:10]1[S:18](Cl)(=[O:20])=[O:19]. Product: [O:9]1[C:13]2[CH:14]=[CH:15][CH:16]=[CH:17][C:12]=2[CH:11]=[C:10]1[S:18]([NH:7][C:2]1[CH:3]=[CH:4][CH:5]=[CH:6][C:1]=1[NH:8][S:18]([C:10]1[O:9][C:13]2[CH:14]=[CH:15][CH:16]=[CH:17][C:12]=2[CH:11]=1)(=[O:19])=[O:20])(=[O:20])=[O:19]. The catalyst class is: 202. (4) The catalyst class is: 4. Product: [ClH:39].[CH3:1][O:2][C:3]1[CH:4]=[C:5]2[C:10](=[CH:11][CH:12]=1)[C:9]([O:13][C:14]1[CH:15]=[CH:16][C:17]([O:20][CH2:21][CH2:22][N:23]3[CH2:28][CH2:27][CH2:26][CH2:25][CH2:24]3)=[CH:18][CH:19]=1)=[C:8]([C:29]1[CH:30]=[C:31]3[C:35](=[CH:36][CH:37]=1)[C:34](=[O:38])[NH:33][CH2:32]3)[CH:7]=[CH:6]2. Reactant: [CH3:1][O:2][C:3]1[CH:4]=[C:5]2[C:10](=[CH:11][CH:12]=1)[C:9]([O:13][C:14]1[CH:19]=[CH:18][C:17]([O:20][CH2:21][CH2:22][N:23]3[CH2:28][CH2:27][CH2:26][CH2:25][CH2:24]3)=[CH:16][CH:15]=1)=[C:8]([C:29]1[CH:30]=[C:31]3[C:35](=[CH:36][CH:37]=1)[C:34](=[O:38])[NH:33][CH2:32]3)[CH:7]=[CH:6]2.[ClH:39].C(OCC)C. (5) Reactant: [Cl:1][C:2]1[CH:3]=[C:4]([CH:21]=[CH:22][CH:23]=1)[CH2:5][NH:6][C:7]1[N:20]=[C:10]2[C:11]([O:18][CH3:19])=[CH:12][C:13]([C:15]([OH:17])=O)=[CH:14][N:9]2[N:8]=1.[CH3:24][C:25]1([CH3:35])[CH2:30][NH:29][CH:28]([CH2:31][CH:32]([OH:34])[CH3:33])[CH2:27][O:26]1.C(N(CC)C(C)C)(C)C.CN(C(ON1N=NC2C=CC=NC1=2)=[N+](C)C)C.F[P-](F)(F)(F)(F)F. Product: [Cl:1][C:2]1[CH:3]=[C:4]([CH:21]=[CH:22][CH:23]=1)[CH2:5][NH:6][C:7]1[N:20]=[C:10]2[C:11]([O:18][CH3:19])=[CH:12][C:13]([C:15]([N:29]3[CH:28]([CH2:31][CH:32]([OH:34])[CH3:33])[CH2:27][O:26][C:25]([CH3:24])([CH3:35])[CH2:30]3)=[O:17])=[CH:14][N:9]2[N:8]=1. The catalyst class is: 9. (6) Reactant: [CH2:1]([C:3]1[S:4][C:5]([CH:13]=[O:14])=[CH:6][C:7]=1[C:8]([O:10][CH2:11][CH3:12])=[O:9])[CH3:2].C[Si](C)(C)[O:17][CH2:18][CH2:19]O[Si](C)(C)C.C(Cl)Cl.FC(F)(F)S(O[Si](C)(C)C)(=O)=O. Product: [O:14]1[CH2:19][CH2:18][O:17][CH:13]1[C:5]1[S:4][C:3]([CH2:1][CH3:2])=[C:7]([C:8]([O:10][CH2:11][CH3:12])=[O:9])[CH:6]=1. The catalyst class is: 17.